This data is from Full USPTO retrosynthesis dataset with 1.9M reactions from patents (1976-2016). The task is: Predict the reactants needed to synthesize the given product. (1) Given the product [Br:12][C:9]1[CH:10]=[CH:11][C:2]([NH:1][C:24](=[O:25])[CH2:23][Br:22])=[C:3]([CH:8]=1)[C:4]([O:6][CH3:7])=[O:5], predict the reactants needed to synthesize it. The reactants are: [NH2:1][C:2]1[CH:11]=[CH:10][C:9]([Br:12])=[CH:8][C:3]=1[C:4]([O:6][CH3:7])=[O:5].C(N(C(C)C)CC)(C)C.[Br:22][CH2:23][C:24](Br)=[O:25]. (2) The reactants are: [C:1]([Si:5](Cl)([C:12]1[CH:17]=[CH:16][CH:15]=[CH:14][CH:13]=1)[C:6]1[CH:11]=[CH:10][CH:9]=[CH:8][CH:7]=1)([CH3:4])([CH3:3])[CH3:2].N1C=CN=C1.[CH3:24][C:25]([N:29]1[CH2:34][CH2:33][C:32]2[N:35]=[CH:36][S:37][C:31]=2[CH2:30]1)([CH3:28])[CH2:26][OH:27].O. Given the product [Si:5]([O:27][CH2:26][C:25]([N:29]1[CH2:34][CH2:33][C:32]2[N:35]=[CH:36][S:37][C:31]=2[CH2:30]1)([CH3:24])[CH3:28])([C:1]([CH3:4])([CH3:3])[CH3:2])([C:12]1[CH:17]=[CH:16][CH:15]=[CH:14][CH:13]=1)[C:6]1[CH:11]=[CH:10][CH:9]=[CH:8][CH:7]=1, predict the reactants needed to synthesize it. (3) Given the product [CH2:26]([N:33]([CH2:34][CH2:35][CH2:36][CH2:37][OH:38])[C:23](=[O:24])[CH2:22][N:14]([S:11]([C:8]1[CH:7]=[CH:6][C:5]([C:1]([CH3:3])([CH3:4])[CH3:2])=[CH:10][CH:9]=1)(=[O:13])=[O:12])[C:15]1[CH:16]=[CH:17][C:18]([CH3:21])=[CH:19][CH:20]=1)[C:27]1[CH:32]=[CH:31][CH:30]=[CH:29][CH:28]=1, predict the reactants needed to synthesize it. The reactants are: [C:1]([C:5]1[CH:10]=[CH:9][C:8]([S:11]([N:14]([CH2:22][C:23](O)=[O:24])[C:15]2[CH:20]=[CH:19][C:18]([CH3:21])=[CH:17][CH:16]=2)(=[O:13])=[O:12])=[CH:7][CH:6]=1)([CH3:4])([CH3:3])[CH3:2].[CH2:26]([NH:33][CH2:34][CH2:35][CH2:36][CH2:37][OH:38])[C:27]1[CH:32]=[CH:31][CH:30]=[CH:29][CH:28]=1. (4) Given the product [CH3:9][O:8][C:4]1[CH:5]=[CH:6][CH:7]=[C:2]([C:17]#[C:16][C:10]2[CH:15]=[CH:14][CH:13]=[CH:12][CH:11]=2)[CH:3]=1, predict the reactants needed to synthesize it. The reactants are: Cl[C:2]1[CH:3]=[C:4]([O:8][CH3:9])[CH:5]=[CH:6][CH:7]=1.[C:10]1([C:16]#[CH:17])[CH:15]=[CH:14][CH:13]=[CH:12][CH:11]=1.C([O-])([O-])=O.[Cs+].[Cs+].O. (5) Given the product [CH3:11][C:3]1[CH:4]=[C:5]([N+:8]([O-:10])=[O:9])[CH:6]=[CH:7][C:2]=1[N:12]1[CH2:17][CH2:16][O:15][CH2:14][CH2:13]1, predict the reactants needed to synthesize it. The reactants are: F[C:2]1[CH:7]=[CH:6][C:5]([N+:8]([O-:10])=[O:9])=[CH:4][C:3]=1[CH3:11].[NH:12]1[CH2:17][CH2:16][O:15][CH2:14][CH2:13]1.C([O-])([O-])=O.[K+].[K+].CN(C=O)C. (6) Given the product [OH:8][C@H:9]1[C:20](=[O:21])[O:19][CH2:18][C@@H:17]([C:22]2[CH:27]=[CH:26][CH:25]=[CH:24][CH:23]=2)[NH:16][C:15](=[O:28])[CH2:14][CH2:13][CH:12]=[CH:11][CH2:10]1, predict the reactants needed to synthesize it. The reactants are: [Si]([O:8][C@H:9]1[C:20](=[O:21])[O:19][CH2:18][C@@H:17]([C:22]2[CH:27]=[CH:26][CH:25]=[CH:24][CH:23]=2)[NH:16][C:15](=[O:28])[CH2:14][CH2:13][CH:12]=[CH:11][CH2:10]1)(C(C)(C)C)(C)C.C1COCC1.CCCC[N+](CCCC)(CCCC)CCCC.[F-].